From a dataset of Peptide-MHC class II binding affinity with 134,281 pairs from IEDB. Regression. Given a peptide amino acid sequence and an MHC pseudo amino acid sequence, predict their binding affinity value. This is MHC class II binding data. (1) The peptide sequence is AVKPAAEEVKVIPAG. The MHC is DRB1_0901 with pseudo-sequence DRB1_0901. The binding affinity (normalized) is 0.239. (2) The peptide sequence is SGARSNVTFTVNQTS. The MHC is HLA-DQA10601-DQB10402 with pseudo-sequence HLA-DQA10601-DQB10402. The binding affinity (normalized) is 0.467. (3) The peptide sequence is RHYLHTLWKAGILYK. The MHC is DRB1_0401 with pseudo-sequence DRB1_0401. The binding affinity (normalized) is 0.286. (4) The peptide sequence is PDAEKIVAAVIEKKL. The binding affinity (normalized) is 0.510. The MHC is DRB1_1302 with pseudo-sequence DRB1_1302. (5) The peptide sequence is TTAAGAASGAATVAA. The MHC is HLA-DPA10103-DPB10301 with pseudo-sequence HLA-DPA10103-DPB10301. The binding affinity (normalized) is 0.208. (6) The peptide sequence is TAGVFAAPTLMSFLR. The MHC is HLA-DQA10301-DQB10302 with pseudo-sequence HLA-DQA10301-DQB10302. The binding affinity (normalized) is 0.209. (7) The peptide sequence is CDASILIDPLSNQSA. The MHC is DRB1_0405 with pseudo-sequence DRB1_0405. The binding affinity (normalized) is 0.477. (8) The peptide sequence is NVKYLVIVFLIFFDL. The MHC is DRB1_1101 with pseudo-sequence DRB1_1101. The binding affinity (normalized) is 0.186.